Dataset: Peptide-MHC class I binding affinity with 185,985 pairs from IEDB/IMGT. Task: Regression. Given a peptide amino acid sequence and an MHC pseudo amino acid sequence, predict their binding affinity value. This is MHC class I binding data. (1) The MHC is HLA-A02:03 with pseudo-sequence HLA-A02:03. The peptide sequence is IIYVGCGER. The binding affinity (normalized) is 0.0847. (2) The peptide sequence is YWVSNATGNI. The MHC is HLA-A23:01 with pseudo-sequence HLA-A23:01. The binding affinity (normalized) is 0.788. (3) The peptide sequence is VTDGGEVGE. The MHC is HLA-B27:05 with pseudo-sequence HLA-B27:05. The binding affinity (normalized) is 0.0847. (4) The peptide sequence is TAPGGGDPEV. The MHC is Mamu-A01 with pseudo-sequence Mamu-A01. The binding affinity (normalized) is 0. (5) The peptide sequence is RTAKVKNEV. The MHC is HLA-B08:01 with pseudo-sequence HLA-B08:01. The binding affinity (normalized) is 0. (6) The peptide sequence is RPMSLRSTII. The MHC is HLA-B07:02 with pseudo-sequence HLA-B07:02. The binding affinity (normalized) is 1.00.